Dataset: Reaction yield outcomes from USPTO patents with 853,638 reactions. Task: Predict the reaction yield, written as a fraction of the theoretical maximum amount of product (1.0 means a 100% yield; for example, 0.34 means a 34% yield). (1) The reactants are Cl[C:2]1[CH:7]=[N:6][CH:5]=[C:4]([Cl:8])[N:3]=1.[OH:9][C:10]1[CH:11]=[CH:12][CH:13]=[C:14]2[C:18]=1[C:17](=[O:19])[CH2:16][CH2:15]2. The catalyst is CCOC(C)=O. The product is [Cl:8][C:4]1[CH:5]=[N:6][CH:7]=[C:2]([O:9][C:10]2[CH:11]=[CH:12][CH:13]=[C:14]3[C:18]=2[C:17](=[O:19])[CH2:16][CH2:15]3)[N:3]=1. The yield is 1.00. (2) The reactants are [CH2:1]([N:8]([CH2:19][CH2:20][OH:21])[C:9](=[O:18])[C:10]1[C:15]([Br:16])=[CH:14][CH:13]=[CH:12][C:11]=1F)[C:2]1[CH:7]=[CH:6][CH:5]=[CH:4][CH:3]=1.[H-].[Na+]. The catalyst is CN(C)C=O. The product is [CH2:1]([N:8]1[C:9](=[O:18])[C:10]2[C:15]([Br:16])=[CH:14][CH:13]=[CH:12][C:11]=2[O:21][CH2:20][CH2:19]1)[C:2]1[CH:7]=[CH:6][CH:5]=[CH:4][CH:3]=1. The yield is 0.338. (3) The reactants are [Li]C.C[Si](C)(C)[O:5][C:6]([CH3:8])=[CH2:7].[CH2:11]([Si:14]1(Cl)[O:18][C@@H:17]([C:19]([O:22][CH3:23])([CH3:21])[CH3:20])[C@H:16]([C:24]([CH3:28])([O:26][CH3:27])[CH3:25])[O:15]1)[CH:12]=[CH2:13]. The catalyst is CCCCC. The product is [CH2:11]([Si:14]1([O:5][C:6]([CH3:8])=[CH2:7])[O:18][C@@H:17]([C:19]([O:22][CH3:23])([CH3:21])[CH3:20])[C@H:16]([C:24]([CH3:28])([O:26][CH3:27])[CH3:25])[O:15]1)[CH:12]=[CH2:13]. The yield is 0.430. (4) The reactants are C1COCC1.[N:6]([CH2:9][CH2:10][O:11][CH2:12][CH2:13][O:14][CH2:15][CH2:16][O:17][C:18]1[CH:23]=[CH:22][C:21]([C:24]([CH3:27])([CH3:26])[CH3:25])=[CH:20][CH:19]=1)=[N+]=[N-].C1(P(C2C=CC=CC=2)C2C=CC=CC=2)C=CC=CC=1. The catalyst is O. The product is [C:24]([C:21]1[CH:22]=[CH:23][C:18]([O:17][CH2:16][CH2:15][O:14][CH2:13][CH2:12][O:11][CH2:10][CH2:9][NH2:6])=[CH:19][CH:20]=1)([CH3:27])([CH3:25])[CH3:26]. The yield is 0.710. (5) The reactants are Br[C:2]1[S:3][CH:4]=[CH:5][N:6]=1.C([Li])CCC.[CH:12]([Si:15](OS(C(F)(F)F)(=O)=O)([CH:19]([CH3:21])[CH3:20])[CH:16]([CH3:18])[CH3:17])([CH3:14])[CH3:13].O. The catalyst is O1CCCC1. The product is [CH:12]([Si:15]([CH:19]([CH3:21])[CH3:20])([CH:16]([CH3:18])[CH3:17])[C:2]1[S:3][CH:4]=[CH:5][N:6]=1)([CH3:14])[CH3:13]. The yield is 0.550. (6) The reactants are N12CCCN=C1CCCCC2.Cl.[NH2:13][CH2:14][C:15]1[CH:23]=[CH:22][CH:21]=[C:20]2[C:16]=1[C:17](=[O:33])[N:18]([CH:25]1[CH2:30][CH2:29][C:28](=[O:31])[NH:27][C:26]1=[O:32])[C:19]2=[O:24].O=C1CCC(=O)N1[O:41][C:42]([NH:44][C:45]1[CH:46]=[N:47][CH:48]=[CH:49][CH:50]=1)=O. The catalyst is C(#N)C. The product is [O:32]=[C:26]1[CH:25]([N:18]2[C:17](=[O:33])[C:16]3[C:20](=[CH:21][CH:22]=[CH:23][C:15]=3[CH2:14][NH:13][C:42]([NH:44][C:45]3[CH:46]=[N:47][CH:48]=[CH:49][CH:50]=3)=[O:41])[C:19]2=[O:24])[CH2:30][CH2:29][C:28](=[O:31])[NH:27]1. The yield is 0.300.